This data is from Peptide-MHC class I binding affinity with 185,985 pairs from IEDB/IMGT. The task is: Regression. Given a peptide amino acid sequence and an MHC pseudo amino acid sequence, predict their binding affinity value. This is MHC class I binding data. (1) The peptide sequence is RDITAFEGL. The MHC is HLA-B40:01 with pseudo-sequence HLA-B40:01. The binding affinity (normalized) is 0.686. (2) The peptide sequence is FTTTLFLHLV. The MHC is Mamu-A01 with pseudo-sequence Mamu-A01. The binding affinity (normalized) is 0.636.